From a dataset of Drug-target binding data from BindingDB using Ki measurements. Regression. Given a target protein amino acid sequence and a drug SMILES string, predict the binding affinity score between them. We predict pKi (pKi = -log10(Ki in M); higher means stronger inhibition). Dataset: bindingdb_ki. (1) The drug is C[C@@]1(c2cc(F)cc(F)c2)CNC2(CCCC2)C(=O)N1CC(=O)Nc1cnc2c(c1)C[C@@]1(C2)C(=O)Nc2ncccc21. The target protein (Q9R1W5) has sequence MDKKHILCFLVLLPLNMALISAESEEGVNQTDLGVTRNKIMTAQYECYQKIMQDPIQQAEGLYCNRTWDGWLCWNDVAAGTESMQYCPDYFQDFDPSEKVTKICDQDGHWFRHPDSNRTWTNYTLCNNSTHEKVKTALNLFYLTIIGHGLSIASLIISLIIFFYFKSLSCQRITLHKNLFFSFICNSIVTIIHLTAVANNQALVATNPVSCKVSQFIHLYLMGCNYFWMLCEGVYLHTLIVVAVFAEKQHLMWYYFLGWGFPLLPACIHAIARSLYYNDNCWISSDTHLLYIIHGPICAALLVNLFFLLNIVRVLITKLKVTHQVESNLYMKAVRATLILVPLLGIEFVLFPWRPEGKVAEEVYDYVMHILMHFQGLLVATIFCFFNGEVQAILRRNWNQYKIQFGNGFSHSDALRSASYTVSTISDMQGYSHDCPTEHLNGKSIQDIENVALKSENMYDLVM. The pKi is 7.7. (2) The small molecule is CC(=O)N[C@@H](CC(C)C)C(=O)N[C@H](CCCNC(=N)N)C(=O)c1ccccc1. The target protein (P56677) has sequence MGSNRGRKAGGGSQDFGAGLKYNSRLENMNGFEEGVEFLPANNAKKVEKRGPRRWVVLVAVLFSFLLLSLMAGLLVWHFHYRNVRVQKVFNGHLRITNEIFLDAYENSTSTEFISLASQVKEALKLLYNEVPVLGPYHKKSAVTAFSEGSVIAYYWSEFSIPPHLAEEVDRAMAVERVVTLPPRARALKSFVLTSVVAFPIDPRMLQRTQDNSCSFALHAHGAAVTRFTTPGFPNSPYPAHARCQWVLRGDADSVLSLTFRSFDVAPCDEHGSDLVTVYDSLSPMEPHAVVRLCGTFSPSYNLTFLSSQNVFLVTLITNTDRRHPGFEATFFQLPKMSSCGGFLSDTQGTFSSPYYPGHYPPNINCTWNIKVPNNRNVKVRFKLFYLVDPNVPVGSCTKDYVEINGEKYCGERSQFVVSSNSSKITVHFHSDHSYTDTGFLAEYLSYDSNDPCPGMFMCKTGRCIRKELRCDGWADCPDYSDERYCRCNATHQFTCKNQF.... The pKi is 5.0. (3) The small molecule is NC1CC1c1ccc(NC(=O)OCc2ccccc2)cc1. The target protein (Q3UXZ9) has sequence MASVGPGGYAAEFVPPPECPVFEPSWEEFTDPLSFIGRIRPFAEKTGICKIRPPKDWQPPFACEVKTFRFTPRVQRLNELEAMTRVRLDFLDQLAKFWELQGSTLKIPVVERKILDLYALSKIVASKGGFEIVTKEKKWSKVGSRLGYLPGKGTGSLLKSHYERILYPYELFQSGVSLMGVQMPDLDLKEKVEAEVLSTDIQPSPERGTRMNIPPKRTRRVKSQSDSGEVNRNTELKKLQIFGAGPKVVGLAVGAKDKEDEVTRRRKVTNRSDAFNMQMRQRKGTLSVNFVDLYVCMFCGRGNNEDKLLLCDGCDDSYHTFCLLPPLPDVPKGDWRCPKCVAEECNKPREAFGFEQAVREYTLQSFGEMADNFKSDYFNMPVHMVPTELVEKEFWRLVSSIEEDVIVEYGADISSKDFGSGFPKKDGQRKMLPEEEEYALSGWNLNNMPVLEQSVLAHINVDISGMKVPWLYVGMCFSSFCWHIEDHWSYSINYLHWGEP.... The pKi is 4.7. (4) The drug is CC([NH3+])(CCCCB(O)O)C(=O)[O-]. The target protein sequence is MLDTIESYIKSHKEKENLYVKKNVSIIGSPLAAGQPLGGVQLACDDLRKLGLHNVIDVLGWKYEDIGNIDNGDNEMKQEKKTNNYINNNDNNNDNNNDNNNDNNNNCYIPNGVIKEKKHDLSNNKMNGYVNHNFYGNYEENNVISTNDKYKNNCYYDNIRNIKEIGIFSKNLFDTMSNELRKKNFVLNIGGDHGVAFSSILSSLQMYQNLRVIWIDAHGDINIPETSPSGNYHGMTLAHTLGLFKKKVPYFEWSEKLTYLKPENTAIIGIRDIDAYEKIILKKCNINYYTIFDIEKNGIYNTICTALEKIDPNSNCPIHISLDIDSVDNVFAPGTGTVAKGGLNYREINLLMKILAETKRVVSMDLVEYNPSLDEVDKKVHGDSLPILDNATKTGKLCLELIARVLGYDIV. The pKi is 3.6. (5) The small molecule is C[C@@H](O)[C@H](N)C(=O)NS(=O)(=O)/C=C/c1cccc(-c2cc(N)ncn2)c1. The target protein (Q8ZDW5) has sequence MPVITLPDGSQRHYDHAVSVLDVALDIGPGLAKACIAGRVNGELVDASDLIESDAQLAIITAKDAEGLEILRHSCAHLLGHAIKQLWPDTKMAIGPVIDNGFYYDVDIEHTLTQEDLALLEKRMHELADKDYDVIKKKVSWQEARDTFAARGEDYKVAILDENISRDDRPGLYHHEEYVDMCRGPHVPNMRFCHHFKLQKTSGAYWRGDSKNKMLQRIYGTAWGDKKQLNAYLQRLEEAAKRDHRKIGKQLDLYHMQEEAPGMVFWHNDGWTIFRELETFVRMKLKEYQYQEVKGPFMMDRVLWEKTGHWENYAEHMFTTSSENREYCIKPMNCPGHVQIFNQGLKSYRDLPLRMAEFGSCHRNEPSGALHGLMRVRGFTQDDAHVFCTEEQVRDEVNSCIKMVYDMYSTFGFEKIVVKLSTRPEKRIGSDELWTRAEDDLAAALTENGIPFDYQPGEGAFYGPKIEFTLHDCLDRAWQCGTVQLDFSLPGRLSASYIGE.... The pKi is 8.7. (6) The drug is CC(=O)NC(Cc1cnc[nH]1)C(=O)NC(CC(C)C)P(=O)(O)CC(Cc1ccccc1)C(=O)O. The target protein (Q9BYF1) has sequence MSSSSWLLLSLVAVTAAQSTIEEQAKTFLDKFNHEAEDLFYQSSLASWNYNTNITEENVQNMNNAGDKWSAFLKEQSTLAQMYPLQEIQNLTVKLQLQALQQNGSSVLSEDKSKRLNTILNTMSTIYSTGKVCNPDNPQECLLLEPGLNEIMANSLDYNERLWAWESWRSEVGKQLRPLYEEYVVLKNEMARANHYEDYGDYWRGDYEVNGVDGYDYSRGQLIEDVEHTFEEIKPLYEHLHAYVRAKLMNAYPSYISPIGCLPAHLLGDMWGRFWTNLYSLTVPFGQKPNIDVTDAMVDQAWDAQRIFKEAEKFFVSVGLPNMTQGFWENSMLTDPGNVQKAVCHPTAWDLGKGDFRILMCTKVTMDDFLTAHHEMGHIQYDMAYAAQPFLLRNGANEGFHEAVGEIMSLSAATPKHLKSIGLLSPDFQEDNETEINFLLKQALTIVGTLPFTYMLEKWRWMVFKGEIPKDQWMKKWWEMKREIVGVVEPVPHDETYCDP.... The pKi is 6.1. (7) The small molecule is C[C@]12C[C@H](O)[C@H]3[C@@H](CCC4=CC(=O)CC[C@@]43C)[C@@H]1CC[C@@H]2C(=O)CO. The target protein (Q9R0W2) has sequence MSTVDDILEHIGEFHLFQKQTFFLLALLSGAFTPIYVGIVFLGFTPDHHCWSPGAAKLSQRCGWSQAEELNYTVPGLGPSDEASFLSQCMRYEVDWNQSTLDCVDPLSSLAADRNQLPLGPCEHGWVYNTPGSSIVTEFNLVCAHSWMLDLFQSVVNVGFFIGAMMIGYLADRFGRKFCLLVTILINAISGALMAISPNYAWMLVFRFLQGLVSKAGWLIGYILITEFVGLGYRRMVGICYQIAFTVGLLILAGVAYVIPNWRWLQFAVTLPNFCFLLYFWCIPESPRWLISQNKIVKAMKIIKHIAKKNGKSVPVSLQNLTPDEDAGKKLNPSFLDLVRTPQIRKHTLILMYNWFTSSVLYQGLIMHMGLAGDNIYLDFFYSALVEFPAAFIIILTIDRVGRRYPWAVSNMVAGAACLASVFIPDDLQWLKITIACLGRMGITMAYEMVCLVNAELYPTYIRNLGVLVCSSMCDIGGIITPFLVYRLTDIWMEFPLVVF.... The pKi is 6.4. (8) The drug is CC[C@@H](CO)NC(=O)[C@@H]1C=C2c3cccc4c3c(cn4C)C[C@H]2N(C)C1. The target protein (P35365) has sequence MEVSNLSGATPGIAFPPGPESCSDSPSSGRSMGSTPGGLILSGREPPFSAFTVLVVTLLVLLIAATFLWNLLVLVTILRVRAFHRVPHNLVASTAVSDVLVAALVMPLSLVSELSAGRRWQLGRSLCHVWISFDVLCCTASIWNVAAIALDRYWTITRHLQYTLRTRRRASALMIAITWALSALIALAPLLFGWGEAYDARLQRCQVSQEPSYAVFSTCGAFYVPLAVVLFVYWKIYKAAKFRFGRRRRAVVPLPATTQAKEAPQESETVFTARCRATVAFQTSGDSWREQKEKRAAMMVGILIGVFVLCWIPFFLTELVSPLCACSLPPIWKSIFLWLGYSNSFFNPLIYTAFNKNYNNAFKSLFTKQR. The pKi is 6.0. (9) The pKi is 5.0. The target protein (P11483) has sequence MTLHNNNTTSPLFPNISSSWIHGPSDAGLPPGTVTHFGSYNISQAAGNFSSPNGTTSDPLGGHTIWQVVFIAFLTGILALVTIIGNILVIVAFKVNKQLKTVNNYFLLSLACADLIIGVISMNLFTTYIIMNRWALGNLACDLWLSIDYVASNASVMNLLVISFDRYFSITRPLTYRAKRTTKRAGVMIGLAWVISFILWAPAILFWQYFVGKRTVPPGECFIQFLSEPTITFGTAIAAFYMPVTIMTILYWRIYKETEKRTKELAGLQASGTEAEAENFVHPTGSSRSCSSYELQQQSLKRSARRKYGRCHFWFTTKSWKPSAEQMDQDHSSSDSWNNNDAAASLENSASSDEEDIGSETRAIYSIVLKLPGHSTILNSTKLPSSDNLQVPEEELGTVDLERKASKLQAQKSMDDGGSFQKSFSKLPIQLESAVDTAKASDVNSSVGKTTATLPLSFKEATLAKRFALKTRSQITKRKRMSLIKEKKAAQTLSAILLAF.... The drug is CC(N)Cc1c[nH]c2ccc(OCc3cccs3)cc12. (10) The small molecule is CNC(C)Cc1ccccc1. The target is MLLARMKPQVQPELGGADQ. The pKi is 7.3.